From a dataset of TCR-epitope binding with 47,182 pairs between 192 epitopes and 23,139 TCRs. Binary Classification. Given a T-cell receptor sequence (or CDR3 region) and an epitope sequence, predict whether binding occurs between them. The epitope is VLWAHGFEL. The TCR CDR3 sequence is CASSKDGNGSPLHF. Result: 1 (the TCR binds to the epitope).